Predict the reaction yield, written as a fraction of the theoretical maximum amount of product (1.0 means a 100% yield; for example, 0.34 means a 34% yield). From a dataset of Reaction yield outcomes from USPTO patents with 853,638 reactions. (1) The reactants are N[C:2]1[CH:7]=[CH:6][C:5]([N:8]([C:13]2[C:32]([CH:33]3[CH2:35][CH2:34]3)=[CH:31][C:16]3[C:17]([C:27]([NH:29][CH3:30])=[O:28])=[C:18]([C:20]4[CH:25]=[CH:24][C:23]([Cl:26])=[CH:22][CH:21]=4)[O:19][C:15]=3[CH:14]=2)[S:9]([CH3:12])(=[O:11])=[O:10])=[CH:4][C:3]=1[Cl:36].[BrH:37].N([O-])=O.[Na+]. The catalyst is C(#N)C.O. The product is [Br:37][C:2]1[CH:7]=[CH:6][C:5]([N:8]([C:13]2[C:32]([CH:33]3[CH2:35][CH2:34]3)=[CH:31][C:16]3[C:17]([C:27]([NH:29][CH3:30])=[O:28])=[C:18]([C:20]4[CH:25]=[CH:24][C:23]([Cl:26])=[CH:22][CH:21]=4)[O:19][C:15]=3[CH:14]=2)[S:9]([CH3:12])(=[O:11])=[O:10])=[CH:4][C:3]=1[Cl:36]. The yield is 0.450. (2) The product is [N:24]1[CH:25]=[CH:26][CH:27]=[C:22]([C:21]([C:15]2[CH:14]=[C:13]3[C:18]4=[C:17]([CH2:7][CH2:8][N:9]4[C:10](=[O:19])[CH2:11][CH2:12]3)[CH:16]=2)=[O:28])[CH:23]=1. The yield is 0.220. The reactants are [Al+3].[Cl-].[Cl-].[Cl-].[Na+].[Cl-].[CH2:7]1[C:17]2=[C:18]3[C:13](=[CH:14][CH:15]=[CH:16]2)[CH2:12][CH2:11][C:10](=[O:19])[N:9]3[CH2:8]1.Cl.[C:21](Cl)(=[O:28])[C:22]1[CH:27]=[CH:26][CH:25]=[N:24][CH:23]=1.Cl. The catalyst is C(O)C.O.